From a dataset of Forward reaction prediction with 1.9M reactions from USPTO patents (1976-2016). Predict the product of the given reaction. (1) Given the reactants C(OC([N:8]1[C:13]2[CH:14]=[C:15]([Cl:19])[C:16]([Br:18])=[CH:17][C:12]=2[O:11][CH:10]([C:20]([N:22]2[CH2:27][CH2:26][C:25]([C:36]#[N:37])([CH2:28][C:29]3[CH:34]=[CH:33][C:32]([F:35])=[CH:31][CH:30]=3)[CH2:24][CH2:23]2)=[O:21])[CH2:9]1)=O)(C)(C)C.FC(F)(F)C(O)=O, predict the reaction product. The product is: [Br:18][C:16]1[C:15]([Cl:19])=[CH:14][C:13]2[NH:8][CH2:9][CH:10]([C:20]([N:22]3[CH2:27][CH2:26][C:25]([CH2:28][C:29]4[CH:30]=[CH:31][C:32]([F:35])=[CH:33][CH:34]=4)([C:36]#[N:37])[CH2:24][CH2:23]3)=[O:21])[O:11][C:12]=2[CH:17]=1. (2) The product is: [CH3:1][N:2]1[C:11]2[C:6](=[CH:7][CH:8]=[CH:9][CH:10]=2)[CH:5]=[C:4]([CH2:12][N:13]([CH2:22][C:23]2([N:30]3[CH2:35][CH2:34][N:33]([CH3:36])[CH2:32][CH2:31]3)[CH2:29][CH2:28][CH2:27][CH2:26][O:25][CH2:24]2)[C:14]([CH:16]2[CH2:21][CH2:20][CH2:19][CH2:18][CH2:17]2)=[O:15])[C:3]1=[O:37]. Given the reactants [CH3:1][N:2]1[C:11]2[C:6](=[CH:7][CH:8]=[CH:9][CH:10]=2)[CH:5]=[C:4]([CH2:12][N:13]([CH2:22][C:23]2([N:30]3[CH2:35][CH2:34][N:33]([CH3:36])[CH2:32][CH2:31]3)[CH2:29][CH2:28][CH:27]=[CH:26][O:25][CH2:24]2)[C:14]([CH:16]2[CH2:21][CH2:20][CH2:19][CH2:18][CH2:17]2)=[O:15])[C:3]1=[O:37], predict the reaction product. (3) Given the reactants [CH3:1][O:2][C:3]([C@H:5]1[C@@H:10]2[CH2:11][C@@H:7]([CH:8]=[CH:9]2)[C@H:6]1C(O)=O)=[O:4].C([N:17](CC)CC)C.Cl[C:23]([O:25][CH2:26][CH3:27])=[O:24].[N-]=[N+]=[N-].[Na+].[CH2:32](O)[C:33]1C=C[CH:36]=[CH:35][CH:34]=1, predict the reaction product. The product is: [CH2:26]([O:25][C:23]([NH:17][C@@H:6]1[C@H:7]2[CH2:11][C@H:10]([CH:9]=[CH:8]2)[C@@H:5]1[C:3]([O:2][CH3:1])=[O:4])=[O:24])[C:27]1[CH:36]=[CH:35][CH:34]=[CH:33][CH:32]=1. (4) Given the reactants [NH2:1][C:2]1[C:3]([O:15][CH:16]([CH3:18])[CH3:17])=[C:4]([C:11]([F:14])([F:13])[F:12])[CH:5]=[C:6]([N+:8]([O-:10])=[O:9])[CH:7]=1.C1(C)C=CC=CC=1.[C:26](Cl)(Cl)=[O:27], predict the reaction product. The product is: [CH:16]([O:15][C:3]1[C:4]([C:11]([F:13])([F:14])[F:12])=[CH:5][C:6]([N+:8]([O-:10])=[O:9])=[CH:7][C:2]=1[N:1]=[C:26]=[O:27])([CH3:18])[CH3:17]. (5) Given the reactants [Cl:1][C:2]([Cl:28])([Cl:27])[CH2:3][O:4][C:5]([C@@H:7]1[CH2:12][CH2:11][CH2:10][N:9]([C:13]([O:15]C(C)(C)C)=O)[N:8]1C(OC(C)(C)C)=O)=[O:6].FC(F)(F)C(O)=O.[C:36]([O:40][C:41]([NH:43][C@@H:44]([CH2:48][O:49][Si:50]([C:63]([CH3:66])([CH3:65])[CH3:64])([C:57]1[CH:62]=[CH:61][CH:60]=[CH:59][CH:58]=1)[C:51]1[CH:56]=[CH:55][CH:54]=[CH:53][CH:52]=1)C(O)=O)=[O:42])([CH3:39])([CH3:38])[CH3:37].C(N(CC)C(C)C)(C)C, predict the reaction product. The product is: [Cl:28][C:2]([Cl:1])([Cl:27])[CH2:3][O:4][C:5]([C@@H:7]1[CH2:12][CH2:11][CH2:10][N:9]([C:13](=[O:15])[C@@H:44]([NH:43][C:41]([O:40][C:36]([CH3:39])([CH3:38])[CH3:37])=[O:42])[CH2:48][O:49][Si:50]([C:63]([CH3:66])([CH3:65])[CH3:64])([C:57]2[CH:58]=[CH:59][CH:60]=[CH:61][CH:62]=2)[C:51]2[CH:56]=[CH:55][CH:54]=[CH:53][CH:52]=2)[NH:8]1)=[O:6].